This data is from Full USPTO retrosynthesis dataset with 1.9M reactions from patents (1976-2016). The task is: Predict the reactants needed to synthesize the given product. (1) The reactants are: CCN(C(C)C)C(C)C.[O:10]=[C:11]1[C:20]2[C:15](=[C:16]([C:21](Cl)=[O:22])[CH:17]=[CH:18][CH:19]=2)[O:14][C:13]([C:24]2[CH:29]=[CH:28][CH:27]=[C:26]([C:30]([F:33])([F:32])[F:31])[CH:25]=2)=[CH:12]1.Cl.[N:35]1([CH2:40][C:41]2[N:46]=[C:45]([NH2:47])[CH:44]=[CH:43][CH:42]=2)[CH2:39][CH2:38][CH2:37][CH2:36]1.O. Given the product [O:10]=[C:11]1[C:20]2[C:15](=[C:16]([C:21]([NH:47][C:45]3[CH:44]=[CH:43][CH:42]=[C:41]([CH2:40][N:35]4[CH2:39][CH2:38][CH2:37][CH2:36]4)[N:46]=3)=[O:22])[CH:17]=[CH:18][CH:19]=2)[O:14][C:13]([C:24]2[CH:29]=[CH:28][CH:27]=[C:26]([C:30]([F:33])([F:32])[F:31])[CH:25]=2)=[CH:12]1, predict the reactants needed to synthesize it. (2) Given the product [ClH:27].[F:1][C:2]1[CH:3]=[C:4]2[C:10]([C:11](=[NH:28])[NH2:12])=[N:9][N:8]([CH2:13][C:14]3[CH:19]=[CH:18][CH:17]=[CH:16][C:15]=3[F:20])[C:5]2=[N:6][CH:7]=1, predict the reactants needed to synthesize it. The reactants are: [F:1][C:2]1[CH:3]=[C:4]2[C:10]([C:11]#[N:12])=[N:9][N:8]([CH2:13][C:14]3[CH:19]=[CH:18][CH:17]=[CH:16][C:15]=3[F:20])[C:5]2=[N:6][CH:7]=1.C(O)C.C[O-].[Na+].[Cl-:27].[NH4+:28]. (3) Given the product [CH2:2]([NH:9][C@@H:10]([CH2:16][C:21]1[CH:30]=[CH:17][C:18]2[O:24][CH2:23][O:22][C:19]=2[CH:20]=1)[C:25]([OH:27])=[O:28])[C:3]1[CH:4]=[CH:5][CH:6]=[CH:7][CH:8]=1, predict the reactants needed to synthesize it. The reactants are: O.[CH2:2]([NH:9][CH:10]([C:16]1[CH:21]=[CH:20][C:19]2[O:22][CH2:23][O:24][C:18]=2[CH:17]=1)CC(OC)=O)[C:3]1[CH:8]=[CH:7][CH:6]=[CH:5][CH:4]=1.[C:25](=[O:28])([O-:27])O.[Na+].[C:30]1(C)C=CC=CC=1.